From a dataset of Reaction yield outcomes from USPTO patents with 853,638 reactions. Predict the reaction yield, written as a fraction of the theoretical maximum amount of product (1.0 means a 100% yield; for example, 0.34 means a 34% yield). (1) The reactants are [CH3:1][C:2]1([CH3:17])[CH2:11][CH2:10][CH2:9][C:8]2[CH:7]=[C:6]([O:12]CC(O)=O)[CH:5]=[CH:4][C:3]1=2.[Cl-].ClC1N(C)CC[NH+]1C.C(N(CC)CC)C.Cl.NCC1C=CC(NS(C)(=O)=O)=C(F)C=1. The catalyst is O1CCCC1. The product is [CH3:1][C:2]1([CH3:17])[CH2:11][CH2:10][CH2:9][C:8]2[CH:7]=[C:6]([OH:12])[CH:5]=[CH:4][C:3]1=2. The yield is 0.320. (2) The catalyst is C1COCC1.[Ni]. The product is [CH:2]([C:5]1[C:10]([CH2:11][NH2:12])=[CH:9][N:8]=[CH:7][N:6]=1)([CH3:4])[CH3:3]. The reactants are F[C:2]([C:5]1[C:10]([C:11]#[N:12])=[CH:9][N:8]=[CH:7][N:6]=1)([CH3:4])[CH3:3]. The yield is 0.300. (3) The reactants are [C:1]1([C:8]([OH:10])=O)([C:5]([OH:7])=[O:6])[CH2:4][CH2:3][CH2:2]1.C(N(CC)CC)C.S(Cl)(Cl)=O.[F:22][C:23]1[CH:29]=[CH:28][C:26]([NH2:27])=[CH:25][CH:24]=1. The catalyst is C1COCC1.C(OCC)(=O)C. The product is [F:22][C:23]1[CH:29]=[CH:28][C:26]([NH:27][C:8]([C:1]2([C:5]([OH:7])=[O:6])[CH2:2][CH2:3][CH2:4]2)=[O:10])=[CH:25][CH:24]=1. The yield is 0.349. (4) The reactants are [F:1][C:2]([F:7])([F:6])[C:3]([OH:5])=[O:4].[C:8]1([C:14]2[CH:19]=[C:18]([CH:20]3[CH2:25][CH2:24][NH:23][CH2:22][CH2:21]3)[CH:17]=[CH:16][C:15]=2[NH:26][C:27]([C:29]2[NH:30][CH:31]=[C:32]([C:34]#[N:35])[N:33]=2)=[O:28])[CH2:13][CH2:12][CH2:11][CH2:10][CH:9]=1.Cl.[N:37]1[CH:42]=[CH:41][CH:40]=[CH:39][C:38]=1[CH2:43][C:44](O)=[O:45].CCN=C=NCCCN(C)C.C1C=CC2N(O)N=NC=2C=1.CCN(C(C)C)C(C)C. The catalyst is O.CN(C=O)C. The product is [F:1][C:2]([F:7])([F:6])[C:3]([OH:5])=[O:4].[C:8]1([C:14]2[CH:19]=[C:18]([CH:20]3[CH2:21][CH2:22][N:23]([C:44](=[O:45])[CH2:43][C:38]4[CH:39]=[CH:40][CH:41]=[CH:42][N:37]=4)[CH2:24][CH2:25]3)[CH:17]=[CH:16][C:15]=2[NH:26][C:27]([C:29]2[NH:30][CH:31]=[C:32]([C:34]#[N:35])[N:33]=2)=[O:28])[CH2:13][CH2:12][CH2:11][CH2:10][CH:9]=1. The yield is 0.700. (5) The catalyst is CN(C=O)C.CCOC(C)=O. The reactants are CN(C(ON1N=NC2C=CC=NC1=2)=[N+](C)C)C.F[P-](F)(F)(F)(F)F.[CH3:25][N:26]1[C:30]([C:31]2[CH:36]=[CH:35][CH:34]=[CH:33][CH:32]=2)=[C:29]([C:37]([OH:39])=O)[C:28](=[O:40])[N:27]1[CH3:41].[F:42][C:43]1[CH:44]=[C:45]([NH2:62])[CH:46]=[CH:47][C:48]=1[O:49][C:50]1[C:59]2[C:54](=[CH:55][C:56]([O:60][CH3:61])=[CH:57][CH:58]=2)[N:53]=[CH:52][CH:51]=1.C(N(CC)CC)C. The product is [F:42][C:43]1[CH:44]=[C:45]([NH:62][C:37]([C:29]2[C:28](=[O:40])[N:27]([CH3:41])[N:26]([CH3:25])[C:30]=2[C:31]2[CH:32]=[CH:33][CH:34]=[CH:35][CH:36]=2)=[O:39])[CH:46]=[CH:47][C:48]=1[O:49][C:50]1[C:59]2[C:54](=[CH:55][C:56]([O:60][CH3:61])=[CH:57][CH:58]=2)[N:53]=[CH:52][CH:51]=1. The yield is 0.350.